Dataset: Reaction yield outcomes from USPTO patents with 853,638 reactions. Task: Predict the reaction yield, written as a fraction of the theoretical maximum amount of product (1.0 means a 100% yield; for example, 0.34 means a 34% yield). (1) The product is [Br:1][C:24]1[C:19]([O:17][CH3:18])=[CH:20][C:21]([N:25]2[CH2:30][CH2:29][N:28]([C:31]([O:33][C:34]([CH3:37])([CH3:36])[CH3:35])=[O:32])[CH2:27][CH2:26]2)=[N:22][CH:23]=1. The yield is 0.870. The reactants are [Br:1]C1C=C(OC)C(N2CCN(C)CC2)=NC=1.[O:17]([C:19]1[CH:24]=[CH:23][N:22]=[C:21]([N:25]2[CH2:30][CH2:29][N:28]([C:31]([O:33][C:34]([CH3:37])([CH3:36])[CH3:35])=[O:32])[CH2:27][CH2:26]2)[CH:20]=1)[CH3:18]. No catalyst specified. (2) The reactants are [CH2:1]([O:3][C:4]1[CH:9]=[CH:8][C:7]([C:10]2[C:15]([N:16]3[CH2:22][CH2:21][C:20](=O)[N:19]([C:24]4[CH:29]=[CH:28][C:27]([O:30][CH3:31])=[CH:26][CH:25]=4)[CH2:18][CH2:17]3)=[CH:14][CH:13]=[C:12]([O:32][CH3:33])[N:11]=2)=[CH:6][C:5]=1[CH3:34])[CH3:2].[CH3:35][Mg]Br.[B-]C#N.[Na+].[OH-].[Na+]. The catalyst is C(O)(=O)C.C1COCC1. The product is [CH2:1]([O:3][C:4]1[CH:9]=[CH:8][C:7]([C:10]2[C:15]([N:16]3[CH2:22][CH2:21][CH:20]([CH3:35])[N:19]([C:24]4[CH:25]=[CH:26][C:27]([O:30][CH3:31])=[CH:28][CH:29]=4)[CH2:18][CH2:17]3)=[CH:14][CH:13]=[C:12]([O:32][CH3:33])[N:11]=2)=[CH:6][C:5]=1[CH3:34])[CH3:2]. The yield is 0.250. (3) The reactants are [Si:1]([O:8][C@@H:9]([CH3:12])[CH2:10][OH:11])([C:4]([CH3:7])([CH3:6])[CH3:5])([CH3:3])[CH3:2].C1(P(C2C=CC=CC=2)C2C=CC=CC=2)C=CC=CC=1.O[N:33]1[C:37](=[O:38])[C:36]2=[CH:39][CH:40]=[CH:41][CH:42]=[C:35]2[C:34]1=[O:43].CC(OC(/N=N/C(OC(C)C)=O)=O)C. The catalyst is C1COCC1. The product is [Si:1]([O:8][C@@H:9]([CH3:12])[CH2:10][O:11][N:33]1[C:37](=[O:38])[C:36]2[C:35](=[CH:42][CH:41]=[CH:40][CH:39]=2)[C:34]1=[O:43])([C:4]([CH3:7])([CH3:6])[CH3:5])([CH3:3])[CH3:2]. The yield is 0.990. (4) The reactants are Br[CH2:2][CH2:3][C:4]1[C:12]2[C:7](=[N:8][CH:9]=[C:10]([Cl:13])[CH:11]=2)[NH:6][C:5]=1[Si:14]([CH2:19][CH3:20])([CH2:17][CH3:18])[CH2:15][CH3:16].[N-:21]=[N+:22]=[N-:23].[Na+]. The catalyst is CN(C=O)C. The product is [N:21]([CH2:2][CH2:3][C:4]1[C:12]2[C:7](=[N:8][CH:9]=[C:10]([Cl:13])[CH:11]=2)[NH:6][C:5]=1[Si:14]([CH2:19][CH3:20])([CH2:17][CH3:18])[CH2:15][CH3:16])=[N+:22]=[N-:23]. The yield is 1.00. (5) The reactants are [F-].C([N+](CCCC)(CCCC)CCCC)CCC.[NH:19]1[C:23]2[CH:24]=[CH:25][CH:26]=[CH:27][C:22]=2[NH:21][C:20]1=[C:28]([C:39]([C:41]1[CH:46]=[CH:45][CH:44]=[C:43]([F:47])[CH:42]=1)=[O:40])[C:29]([C:31]1[CH:32]=[C:33]([CH:36]=[CH:37][CH:38]=1)[CH:34]=O)=[O:30].C1(P(=O)(C2C=CC=CC=2)[CH2:55][C:56]([F:59])([F:58])[F:57])C=CC=CC=1. The catalyst is C1COCC1. The product is [NH:21]1[C:22]2[CH:27]=[CH:26][CH:25]=[CH:24][C:23]=2[NH:19][C:20]1=[C:28]([C:29]([C:31]1[CH:38]=[CH:37][CH:36]=[C:33](/[CH:34]=[CH:55]\[C:56]([F:59])([F:58])[F:57])[CH:32]=1)=[O:30])[C:39]([C:41]1[CH:46]=[CH:45][CH:44]=[C:43]([F:47])[CH:42]=1)=[O:40]. The yield is 0.570. (6) The reactants are [F:1][C:2]1([F:8])[CH2:7][C:4]2([O:6][CH2:5]2)[CH2:3]1.C(Cl)Cl.[CH3:12][O:13][C:14]1[CH:19]=[C:18]([N+:20]([O-:22])=[O:21])[CH:17]=[CH:16][C:15]=1[O-:23].[K+]. The catalyst is CC#N.O.CCOC(C)=O. The product is [F:1][C:2]1([F:8])[CH2:7][C:4]([CH2:5][O:23][C:15]2[CH:16]=[CH:17][C:18]([N+:20]([O-:22])=[O:21])=[CH:19][C:14]=2[O:13][CH3:12])([OH:6])[CH2:3]1. The yield is 0.645. (7) The reactants are [CH2:1]([C@H:3]1[C@@H:7]([C:8]([NH:10][NH:11][C:12]2[N:13]=[C:14]3[CH:20]=[CH:19][N:18]([S:21]([C:24]4[CH:30]=[CH:29][C:27]([CH3:28])=[CH:26][CH:25]=4)(=[O:23])=[O:22])[C:15]3=[N:16][CH:17]=2)=O)[CH2:6][C@@H:5]([NH:31][C:32](=[O:34])[CH3:33])[CH2:4]1)[CH3:2].S(Cl)(Cl)=O.C([O-])(O)=O.[Na+].CCOC(C)=O. The catalyst is O1CCOCC1. The product is [CH2:1]([C@H:3]1[C@@H:7]([C:8]2[N:13]3[C:14]4[CH:20]=[CH:19][N:18]([S:21]([C:24]5[CH:30]=[CH:29][C:27]([CH3:28])=[CH:26][CH:25]=5)(=[O:22])=[O:23])[C:15]=4[N:16]=[CH:17][C:12]3=[N:11][N:10]=2)[CH2:6][C@@H:5]([NH:31][C:32](=[O:34])[CH3:33])[CH2:4]1)[CH3:2]. The yield is 0.660. (8) The reactants are FC(F)(F)S(O[C:7]1[C:12]([F:13])=[CH:11][CH:10]=[C:9]([F:14])[N:8]=1)(=O)=O.[Cl:17][C:18]1[C:19](B(O)O)=[CH:20][C:21]([F:24])=[N:22][CH:23]=1.C(=O)([O-])[O-].[Na+].[Na+].C(Cl)Cl. The catalyst is C1COCC1.CCOC(C)=O.O.C1C=CC(P(C2C=CC=CC=2)[C-]2C=CC=C2)=CC=1.C1C=CC(P(C2C=CC=CC=2)[C-]2C=CC=C2)=CC=1.Cl[Pd]Cl.[Fe+2]. The product is [Cl:17][C:18]1[C:19]([C:7]2[C:12]([F:13])=[CH:11][CH:10]=[C:9]([F:14])[N:8]=2)=[CH:20][C:21]([F:24])=[N:22][CH:23]=1. The yield is 0.850. (9) The reactants are [CH2:1]([O:8][N:9]([CH2:12][CH:13]1[CH:17]([CH2:18][CH2:19][CH2:20][CH3:21])[CH2:16][N:15]([CH2:22][C:23]2[CH:28]=[CH:27][C:26]([OH:29])=[CH:25][CH:24]=2)[C:14]1=[O:30])[CH:10]=[O:11])[C:2]1[CH:7]=[CH:6][CH:5]=[CH:4][CH:3]=1.[O:31]1[CH:35]=[CH:34][CH:33]=[C:32]1[CH2:36]O.C1(P(C2C=CC=CC=2)C2C=CC=CC=2)C=CC=CC=1.N(C(OCC)=O)=NC(OCC)=O. The catalyst is O1CCCC1. The product is [CH2:1]([O:8][N:9]([CH2:12][CH:13]1[CH:17]([CH2:18][CH2:19][CH2:20][CH3:21])[CH2:16][N:15]([CH2:22][C:23]2[CH:28]=[CH:27][C:26]([O:29][CH2:36][C:32]3[O:31][CH:35]=[CH:34][CH:33]=3)=[CH:25][CH:24]=2)[C:14]1=[O:30])[CH:10]=[O:11])[C:2]1[CH:7]=[CH:6][CH:5]=[CH:4][CH:3]=1. The yield is 0.630. (10) The reactants are [Cl:1][C:2]1[CH:3]=[C:4]([CH:8]2[C:12]([C:15]3[CH:20]=[CH:19][C:18]([Cl:21])=[CH:17][CH:16]=3)([C:13]#[N:14])[CH:11]([CH2:22][C:23]([CH3:26])([CH3:25])[CH3:24])[NH:10][CH:9]2[C:27]([OH:29])=O)[CH:5]=[CH:6][CH:7]=1.[N:30]1([CH2:36][CH2:37][NH2:38])[CH2:35][CH2:34][NH:33][CH2:32][CH2:31]1.CN(C(ON1N=NC2C=CC=NC1=2)=[N+](C)C)C.F[P-](F)(F)(F)(F)F.CCN(C(C)C)C(C)C. The catalyst is C(Cl)Cl. The product is [N:30]1([CH2:36][CH2:37][NH:38][C:27]([CH:9]2[CH:8]([C:4]3[CH:5]=[CH:6][CH:7]=[C:2]([Cl:1])[CH:3]=3)[C:12]([C:15]3[CH:16]=[CH:17][C:18]([Cl:21])=[CH:19][CH:20]=3)([C:13]#[N:14])[CH:11]([CH2:22][C:23]([CH3:26])([CH3:25])[CH3:24])[NH:10]2)=[O:29])[CH2:35][CH2:34][NH:33][CH2:32][CH2:31]1. The yield is 0.580.